This data is from Full USPTO retrosynthesis dataset with 1.9M reactions from patents (1976-2016). The task is: Predict the reactants needed to synthesize the given product. (1) Given the product [Cl-:1].[OH:18][C:19]1[N:24]=[CH:23][C:22]([CH:25]([NH:37][C:38]2[CH:39]=[CH:40][CH:41]=[CH:42][CH:43]=2)[C:26]([O:28][C@@H:29]2[CH:34]3[CH2:35][CH2:36][N+:31]([CH2:2][C:3](=[O:4])[C:5]4[CH:10]=[CH:9][CH:8]=[CH:7][CH:6]=4)([CH2:32][CH2:33]3)[CH2:30]2)=[O:27])=[CH:21][CH:20]=1, predict the reactants needed to synthesize it. The reactants are: [Cl:1][CH2:2][C:3]([C:5]1[CH:10]=[CH:9][CH:8]=[CH:7][CH:6]=1)=[O:4].C([O:18][C:19]1[N:24]=[CH:23][C:22]([CH:25]([NH:37][C:38]2[CH:43]=[CH:42][CH:41]=[CH:40][CH:39]=2)[C:26]([O:28][C@@H:29]2[CH:34]3[CH2:35][CH2:36][N:31]([CH2:32][CH2:33]3)[CH2:30]2)=[O:27])=[CH:21][CH:20]=1)C1C=CC=CC=1.Cl. (2) The reactants are: [C:1]1([CH:7]2[CH2:12][CH2:11][NH:10][CH2:9][CH2:8]2)[CH:6]=[CH:5][CH:4]=[CH:3][CH:2]=1.C(=O)([O-])[O-].[Cs+].[Cs+].C1(P(C2CCCCC2)C2C=CC=CC=2C2C(C(C)C)=CC(C(C)C)=CC=2C(C)C)CCCCC1.[C:53]([NH:61][C:62]1[CH:74]=[C:73](Br)[CH:72]=[CH:71][C:63]=1[C:64]([O:66][C:67]([CH3:70])([CH3:69])[CH3:68])=[O:65])(=[O:60])[C:54]1[CH:59]=[CH:58][CH:57]=[CH:56][CH:55]=1.C(O)(=O)CC(CC(O)=O)(C(O)=O)O. Given the product [C:53]([NH:61][C:62]1[CH:74]=[C:73]([N:10]2[CH2:9][CH2:8][CH:7]([C:1]3[CH:6]=[CH:5][CH:4]=[CH:3][CH:2]=3)[CH2:12][CH2:11]2)[CH:72]=[CH:71][C:63]=1[C:64]([O:66][C:67]([CH3:69])([CH3:70])[CH3:68])=[O:65])(=[O:60])[C:54]1[CH:55]=[CH:56][CH:57]=[CH:58][CH:59]=1, predict the reactants needed to synthesize it. (3) Given the product [F:1][C:2]1[CH:7]=[CH:6][C:5]([N:16]2[CH:15]=[C:14]([N+:11]([O-:13])=[O:12])[CH:18]=[N:17]2)=[CH:4][CH:3]=1, predict the reactants needed to synthesize it. The reactants are: [F:1][C:2]1[CH:7]=[CH:6][C:5](B(O)O)=[CH:4][CH:3]=1.[N+:11]([C:14]1[CH:15]=[N:16][NH:17][CH:18]=1)([O-:13])=[O:12].N1C=CC=CC=1. (4) Given the product [CH3:21][O:20][C:14]1[CH:13]=[C:12]([C:7]2[O:8][C:9]3[C:4]([C:5](=[O:22])[CH:6]=2)=[CH:3][C:2]([N:33]2[CH2:32][CH2:31][N:30]([C:23]([O:25][C:26]([CH3:29])([CH3:28])[CH3:27])=[O:24])[CH2:35][CH2:34]2)=[CH:11][CH:10]=3)[CH:17]=[CH:16][C:15]=1[O:18][CH3:19], predict the reactants needed to synthesize it. The reactants are: Br[C:2]1[CH:3]=[C:4]2[C:9](=[CH:10][CH:11]=1)[O:8][C:7]([C:12]1[CH:17]=[CH:16][C:15]([O:18][CH3:19])=[C:14]([O:20][CH3:21])[CH:13]=1)=[CH:6][C:5]2=[O:22].[C:23]([N:30]1[CH2:35][CH2:34][NH:33][CH2:32][CH2:31]1)([O:25][C:26]([CH3:29])([CH3:28])[CH3:27])=[O:24].COC1C=CC=C(OC)C=1C1C=CC=CC=1P(C1CCCCC1)C1CCCCC1.C([O-])([O-])=O.[Cs+].[Cs+]. (5) The reactants are: [CH2:1]([O:8][C:9]1[CH:14]=[CH:13][C:12]([NH:15][C:16]2[N:17]=[CH:18][N:19]=[C:20]3[S:41][C:23]4[C:24]5[C:28]([CH2:29][CH2:30][C:22]=4[C:21]=23)=[N:27][N:26]([CH2:31][CH2:32][O:33][Si](C(C)(C)C)(C)C)[CH:25]=5)=[CH:11][C:10]=1[Cl:42])[C:2]1[CH:7]=[CH:6][CH:5]=[CH:4][CH:3]=1.Cl. Given the product [CH2:1]([O:8][C:9]1[CH:14]=[CH:13][C:12]([NH:15][C:16]2[C:21]3[C:22]4[CH2:30][CH2:29][C:28]5[C:24](=[CH:25][N:26]([CH2:31][CH2:32][OH:33])[N:27]=5)[C:23]=4[S:41][C:20]=3[N:19]=[CH:18][N:17]=2)=[CH:11][C:10]=1[Cl:42])[C:2]1[CH:7]=[CH:6][CH:5]=[CH:4][CH:3]=1, predict the reactants needed to synthesize it. (6) Given the product [Cl:1][C:2]1[CH:7]=[C:6]([CH2:8][N:9]2[CH2:10][CH2:11][CH2:12][CH2:13][CH2:14]2)[CH:5]=[CH:4][C:3]=1[O:15][CH2:17][CH2:18][CH2:19][CH2:20][CH2:21][S:22][C:23]1[C:32]2[C:27](=[CH:28][C:29]([C:33]([F:36])([F:34])[F:35])=[CH:30][CH:31]=2)[N:26]=[CH:25][CH:24]=1, predict the reactants needed to synthesize it. The reactants are: [Cl:1][C:2]1[CH:7]=[C:6]([CH2:8][N:9]2[CH2:14][CH2:13][CH2:12][CH2:11][CH2:10]2)[CH:5]=[CH:4][C:3]=1[OH:15].Br[CH2:17][CH2:18][CH2:19][CH2:20][CH2:21][S:22][C:23]1[C:32]2[C:27](=[CH:28][C:29]([C:33]([F:36])([F:35])[F:34])=[CH:30][CH:31]=2)[N:26]=[CH:25][CH:24]=1. (7) Given the product [CH3:31][S:32][CH:8]=[CH:9][C:10](=[N:18][C:19]1[CH:24]=[CH:23][CH:22]=[CH:21][CH:20]=1)[O:11][C:12]1[CH:17]=[CH:16][CH:15]=[CH:14][CH:13]=1, predict the reactants needed to synthesize it. The reactants are: O([CH:8]=[CH:9][C:10](=[N:18][C:19]1[CH:24]=[CH:23][CH:22]=[CH:21][CH:20]=1)[O:11][C:12]1[CH:17]=[CH:16][CH:15]=[CH:14][CH:13]=1)C1C=CC=CC=1.C1COCC1.[Na].[CH3:31][SH:32]. (8) Given the product [B-:11]([F:8])([F:14])([F:13])[F:12].[CH2:3]1[N+:4](=[S:7]([F:9])[F:8])[CH2:5][CH2:6][O:1][CH2:2]1, predict the reactants needed to synthesize it. The reactants are: [O:1]1[CH2:6][CH2:5][N:4]([S:7](F)([F:9])[F:8])[CH2:3][CH2:2]1.[B:11]([F:14])([F:13])[F:12].CCOCC. (9) Given the product [ClH:1].[ClH:1].[CH3:2][N:3]1[CH2:25][CH2:24][C:6]2[N:7]([CH2:15][CH2:16][C:17]3[CH:18]=[N:19][C:20]([CH3:23])=[CH:21][CH:22]=3)[C:8]3[CH:9]=[CH:10][C:11]([CH3:14])=[CH:12][C:13]=3[C:5]=2[CH2:4]1, predict the reactants needed to synthesize it. The reactants are: [ClH:1].[CH3:2][N:3]1[CH2:25][CH2:24][C:6]2[N:7]([CH2:15][CH2:16][C:17]3[CH:18]=[N:19][C:20]([CH3:23])=[CH:21][CH:22]=3)[C:8]3[CH:9]=[CH:10][C:11]([CH3:14])=[CH:12][C:13]=3[C:5]=2[CH2:4]1. (10) The reactants are: CS(O[CH2:6][CH2:7][C:8]12[CH2:15][CH2:14][C:11]([C:16]3[CH:21]=[C:20]([O:22][CH:23]4[CH2:28][CH2:27][CH2:26][CH2:25][O:24]4)[CH:19]=[C:18]([F:29])[CH:17]=3)([CH2:12][CH2:13]1)[O:10][CH2:9]2)(=O)=O.[C-:30]#[N:31].[Na+]. Given the product [F:29][C:18]1[CH:17]=[C:16]([C:11]23[CH2:14][CH2:15][C:8]([CH2:7][CH2:6][C:30]#[N:31])([CH2:13][CH2:12]2)[CH2:9][O:10]3)[CH:21]=[C:20]([O:22][CH:23]2[CH2:28][CH2:27][CH2:26][CH2:25][O:24]2)[CH:19]=1, predict the reactants needed to synthesize it.